This data is from Peptide-MHC class I binding affinity with 185,985 pairs from IEDB/IMGT. The task is: Regression. Given a peptide amino acid sequence and an MHC pseudo amino acid sequence, predict their binding affinity value. This is MHC class I binding data. The peptide sequence is YQVKYVSPV. The binding affinity (normalized) is 0.213. The MHC is HLA-B45:06 with pseudo-sequence HLA-B45:06.